From a dataset of Forward reaction prediction with 1.9M reactions from USPTO patents (1976-2016). Predict the product of the given reaction. (1) Given the reactants C([O:5][C:6](=O)[NH:7][C@H:8]([C:13](=[O:33])[NH:14][CH:15]1[CH2:21][CH:20]([CH3:22])[CH2:19][N:18]([S:23]([C:26]2[CH:31]=[CH:30][CH:29]=[CH:28][N:27]=2)(=[O:25])=[O:24])[CH2:17][CH:16]1[OH:32])[CH2:9][CH:10]([CH3:12])[CH3:11])(C)(C)C.Cl.O1CCOCC1.Cl.[CH3:43][O:44][C:45]1[CH:46]=[CH:47][C:48]2[O:52][C:51](C(O)=O)=[CH:50][C:49]=2[CH:56]=1.CN(C(ON1N=NC2C=CC=CC1=2)=[N+](C)C)C.F[P-](F)(F)(F)(F)F.CN1CCOCC1, predict the reaction product. The product is: [OH:32][CH:16]1[CH:15]([NH:14][C:13]([C@@H:8]([NH:7][C:6]([C:51]2[O:52][C:48]3[CH:47]=[CH:46][C:45]([O:44][CH3:43])=[CH:56][C:49]=3[CH:50]=2)=[O:5])[CH2:9][CH:10]([CH3:11])[CH3:12])=[O:33])[CH2:21][CH:20]([CH3:22])[CH2:19][N:18]([S:23]([C:26]2[CH:31]=[CH:30][CH:29]=[CH:28][N:27]=2)(=[O:25])=[O:24])[CH2:17]1. (2) Given the reactants [N+:1]([O-:9])([O:3][CH2:4][CH2:5][CH2:6][CH2:7][OH:8])=[O:2].[CH3:10][C:11]([C:17]1[C:22](=[O:23])[C:21]([CH3:24])=[C:20]([CH3:25])[C:19](=[O:26])[C:18]=1[CH3:27])([CH3:16])[CH2:12][C:13](O)=[O:14].C(Cl)CCl, predict the reaction product. The product is: [CH3:16][C:11]([C:17]1[C:22](=[O:23])[C:21]([CH3:24])=[C:20]([CH3:25])[C:19](=[O:26])[C:18]=1[CH3:27])([CH3:10])[CH2:12][C:13]([O:8][CH2:7][CH2:6][CH2:5][CH2:4][O:3][N+:1]([O-:9])=[O:2])=[O:14]. (3) Given the reactants [N+:1]([C:4]1[CH:9]=[CH:8][C:7]([S:10](Cl)(=[O:12])=[O:11])=[CH:6][CH:5]=1)([O-:3])=[O:2].[C:14]1([CH:20]([NH:23][C:24]([C:26]2[CH:27]=[C:28]3[C:32](=[CH:33][CH:34]=2)[NH:31][CH:30]=[CH:29]3)=[O:25])[CH2:21][CH3:22])[CH:19]=[CH:18][CH:17]=[CH:16][CH:15]=1, predict the reaction product. The product is: [N+:1]([C:4]1[CH:9]=[CH:8][C:7]([S:10]([N:31]2[C:32]3[C:28](=[CH:27][C:26]([C:24]([NH:23][CH:20]([C:14]4[CH:15]=[CH:16][CH:17]=[CH:18][CH:19]=4)[CH2:21][CH3:22])=[O:25])=[CH:34][CH:33]=3)[CH:29]=[CH:30]2)(=[O:12])=[O:11])=[CH:6][CH:5]=1)([O-:3])=[O:2]. (4) Given the reactants [Cl:1][C:2]1[N:7]=[C:6]([S:8][CH3:9])[N:5]=[C:4]([NH:10][C:11]2[CH:16]=[CH:15][C:14]([CH3:17])=[CH:13][C:12]=2[NH:18]C(=O)C)[CH:3]=1.C(=O)(O)[O-].[Na+], predict the reaction product. The product is: [Cl:1][C:2]1[N:7]=[C:6]([S:8][CH3:9])[N:5]=[C:4]([NH:10][C:11]2[C:12]([NH2:18])=[CH:13][C:14]([CH3:17])=[CH:15][CH:16]=2)[CH:3]=1. (5) The product is: [C:15]([C:2]1[CH:3]=[C:4]([CH:8]=[CH:9][CH:10]=1)[C:5]([OH:7])=[O:6])(=[O:11])[CH:14]([CH3:16])[CH3:13]. Given the reactants I[C:2]1[CH:3]=[C:4]([CH:8]=[CH:9][CH:10]=1)[C:5]([OH:7])=[O:6].[O:11]1[CH2:15][CH2:14][CH2:13]C1.[CH2:16]([Li])CCC.O, predict the reaction product. (6) Given the reactants [F:1][C:2]1[CH:14]=[CH:13][C:12]2[C:11]3[C:6](=[CH:7][C:8]([F:15])=[CH:9][CH:10]=3)[NH:5][C:4]=2[CH:3]=1.[OH-].[K+].[CH2:18]([CH:20]1[O:22][CH2:21]1)Br, predict the reaction product. The product is: [F:1][C:2]1[CH:14]=[CH:13][C:12]2[C:11]3[C:6](=[CH:7][C:8]([F:15])=[CH:9][CH:10]=3)[N:5]([CH2:18][CH:20]3[CH2:21][O:22]3)[C:4]=2[CH:3]=1. (7) The product is: [F:1][C:2]1[CH:7]=[C:6]([C:8]2[CH:9]=[C:10]3[C:16]([I:30])=[CH:15][NH:14][C:11]3=[N:12][CH:13]=2)[CH:5]=[CH:4][C:3]=1[CH:17]1[CH2:22][CH2:21][N:20]([C:23]([O:25][C:26]([CH3:29])([CH3:28])[CH3:27])=[O:24])[CH2:19][CH2:18]1. Given the reactants [F:1][C:2]1[CH:7]=[C:6]([C:8]2[CH:9]=[C:10]3[CH:16]=[CH:15][NH:14][C:11]3=[N:12][CH:13]=2)[CH:5]=[CH:4][C:3]=1[CH:17]1[CH2:22][CH2:21][N:20]([C:23]([O:25][C:26]([CH3:29])([CH3:28])[CH3:27])=[O:24])[CH2:19][CH2:18]1.[I:30]N1C(=O)CCC1=O, predict the reaction product. (8) Given the reactants [CH:1]1([NH:5][C:6]([C@@H:8]2[CH2:12][CH2:11][CH2:10][N:9]2[C:13](=[O:30])[CH2:14][O:15][C:16]2[N:20]([C:21]3[CH:26]=[CH:25][CH:24]=[CH:23][CH:22]=3)[N:19]=[C:18]([C:27](O)=[O:28])[CH:17]=2)=[O:7])[CH2:4][CH2:3][CH2:2]1.CCN(C(C)C)C(C)C.C1C=CC2N(O)N=NC=2C=1.Cl.[CH2:51]([O:55][C:56]([N:58]1[CH2:63][CH2:62][N:61]([C:64](=[O:88])[C@@H:65]([NH2:87])[CH2:66][CH2:67][CH2:68][O:69][Si:70]([C:83]([CH3:86])([CH3:85])[CH3:84])([C:77]2[CH:82]=[CH:81][CH:80]=[CH:79][CH:78]=2)[C:71]2[CH:76]=[CH:75][CH:74]=[CH:73][CH:72]=2)[CH2:60][CH2:59]1)=[O:57])[CH2:52][CH2:53][CH3:54], predict the reaction product. The product is: [CH2:51]([O:55][C:56]([N:58]1[CH2:59][CH2:60][N:61]([C:64](=[O:88])[C@@H:65]([NH:87][C:27]([C:18]2[CH:17]=[C:16]([O:15][CH2:14][C:13]([N:9]3[CH2:10][CH2:11][CH2:12][C@H:8]3[C:6](=[O:7])[NH:5][CH:1]3[CH2:4][CH2:3][CH2:2]3)=[O:30])[N:20]([C:21]3[CH:22]=[CH:23][CH:24]=[CH:25][CH:26]=3)[N:19]=2)=[O:28])[CH2:66][CH2:67][CH2:68][O:69][Si:70]([C:83]([CH3:86])([CH3:85])[CH3:84])([C:77]2[CH:82]=[CH:81][CH:80]=[CH:79][CH:78]=2)[C:71]2[CH:76]=[CH:75][CH:74]=[CH:73][CH:72]=2)[CH2:62][CH2:63]1)=[O:57])[CH2:52][CH2:53][CH3:54]. (9) Given the reactants C([O:3][C:4]([C:6]1[N:7]([C:16]2[CH:21]=[CH:20][C:19]([O:22][CH:23]([CH3:25])[CH3:24])=[CH:18][CH:17]=2)[C:8]2[C:13]([CH:14]=1)=[CH:12][C:11](Br)=[CH:10][CH:9]=2)=[O:5])C.C(O[C:29]([C:31]1N[C:33]2[C:38]([CH:39]=1)=[CH:37][C:36](Br)=[CH:35][CH:34]=2)=O)C.[CH:41](OC1C=CC(B(O)O)=CC=1)([CH3:43])[CH3:42], predict the reaction product. The product is: [CH:38]1([C:39]2[CH:31]=[CH:29][C:43]([C:11]3[CH:12]=[C:13]4[C:8](=[CH:9][CH:10]=3)[N:7]([C:16]3[CH:21]=[CH:20][C:19]([O:22][CH:23]([CH3:24])[CH3:25])=[CH:18][CH:17]=3)[C:6]([C:4]([OH:3])=[O:5])=[CH:14]4)=[CH:41][CH:42]=2)[CH2:37][CH2:36][CH2:35][CH2:34][CH2:33]1.